This data is from Peptide-MHC class II binding affinity with 134,281 pairs from IEDB. The task is: Regression. Given a peptide amino acid sequence and an MHC pseudo amino acid sequence, predict their binding affinity value. This is MHC class II binding data. (1) The peptide sequence is HLCGCHLVEAL. The MHC is HLA-DQA10102-DQB10604 with pseudo-sequence HLA-DQA10102-DQB10604. The binding affinity (normalized) is 0. (2) The peptide sequence is KAAMGLRISSSFSFG. The MHC is DRB4_0101 with pseudo-sequence DRB4_0103. The binding affinity (normalized) is 0.596. (3) The peptide sequence is VFNYETETTSVIPAA. The MHC is DRB1_0901 with pseudo-sequence DRB1_0901. The binding affinity (normalized) is 0.366. (4) The peptide sequence is QEVFKAIQSLKTTEV. The MHC is DRB1_0101 with pseudo-sequence DRB1_0101. The binding affinity (normalized) is 0.897. (5) The peptide sequence is FTVQEMVALSGAHTL. The MHC is DRB1_0701 with pseudo-sequence DRB1_0701. The binding affinity (normalized) is 0.787. (6) The peptide sequence is GEGIPLYDAIKCMRT. The MHC is DRB1_1501 with pseudo-sequence DRB1_1501. The binding affinity (normalized) is 0.119.